Dataset: Forward reaction prediction with 1.9M reactions from USPTO patents (1976-2016). Task: Predict the product of the given reaction. (1) Given the reactants C(N(CC)CC)C.[C:8]([O:11][C:12]1[CH:22]=[CH:21][CH:20]=[CH:19][C:13]=1[CH:14]=[CH:15][C:16]([OH:18])=O)(=[O:10])[CH3:9].CCN=C=NCCCN(C)C.Cl.Cl.[NH2:36][C@H:37]([C:48]([O:50][CH3:51])=[O:49])[CH2:38][C:39]1[C:47]2[C:42](=[CH:43][CH:44]=[CH:45][CH:46]=2)[NH:41][CH:40]=1, predict the reaction product. The product is: [C:8]([O:11][C:12]1[CH:22]=[CH:21][CH:20]=[CH:19][C:13]=1[CH:14]=[CH:15][C:16]([NH:36][C@H:37]([C:48]([O:50][CH3:51])=[O:49])[CH2:38][C:39]1[C:47]2[C:42](=[CH:43][CH:44]=[CH:45][CH:46]=2)[NH:41][CH:40]=1)=[O:18])(=[O:10])[CH3:9]. (2) Given the reactants [Br:1][CH2:2][C:3]1[CH:12]=[CH:11][C:6]([C:7](OC)=[O:8])=[CH:5][CH:4]=1.CC(C[AlH]CC(C)C)C, predict the reaction product. The product is: [Br:1][CH2:2][C:3]1[CH:12]=[CH:11][C:6]([CH2:7][OH:8])=[CH:5][CH:4]=1. (3) Given the reactants C(OC(=O)[NH:7][C@H:8]([C:24](=[O:30])[NH:25][C:26]([CH3:29])([CH3:28])[CH3:27])[CH2:9][C:10]1[CH:15]=[CH:14][C:13]([O:16][CH2:17][C:18]2[CH:23]=[CH:22][CH:21]=[CH:20][CH:19]=2)=[CH:12][CH:11]=1)(C)(C)C.FC(F)(F)C(O)=O, predict the reaction product. The product is: [NH2:7][C@@H:8]([CH2:9][C:10]1[CH:11]=[CH:12][C:13]([O:16][CH2:17][C:18]2[CH:23]=[CH:22][CH:21]=[CH:20][CH:19]=2)=[CH:14][CH:15]=1)[C:24]([NH:25][C:26]([CH3:28])([CH3:27])[CH3:29])=[O:30]. (4) Given the reactants CN(C)/[CH:3]=[CH:4]/[C:5]([C:7]1[C:12](=[O:13])[CH:11]=[CH:10][N:9]([C:14]2[CH:19]=[CH:18][C:17]([O:20][C:21]([F:24])([F:23])[F:22])=[CH:16][CH:15]=2)[N:8]=1)=O.[F:26][C:27]1[CH:28]=[C:29]([NH:33][NH2:34])[CH:30]=[CH:31][CH:32]=1, predict the reaction product. The product is: [F:26][C:27]1[CH:28]=[C:29]([N:33]2[C:5]([C:7]3[C:12](=[O:13])[CH:11]=[CH:10][N:9]([C:14]4[CH:19]=[CH:18][C:17]([O:20][C:21]([F:23])([F:22])[F:24])=[CH:16][CH:15]=4)[N:8]=3)=[CH:4][CH:3]=[N:34]2)[CH:30]=[CH:31][CH:32]=1.